Dataset: Catalyst prediction with 721,799 reactions and 888 catalyst types from USPTO. Task: Predict which catalyst facilitates the given reaction. (1) Reactant: [N:1]1[CH:6]=[CH:5][CH:4]=[CH:3][C:2]=1[CH:7]=[O:8].CC1C=CC(S([CH2:19][N+:20]#[C-:21])(=O)=O)=CC=1.C([O-])([O-])=O.[K+].[K+]. Product: [N:1]1[CH:6]=[CH:5][CH:4]=[CH:3][C:2]=1[C:7]1[O:8][CH:21]=[N:20][CH:19]=1. The catalyst class is: 5. (2) Reactant: [CH:1]([C@H:4]1[CH2:8][O:7][C:6](=[O:9])[NH:5]1)([CH3:3])[CH3:2].C([Li])CCC.[F:15][CH:16]([CH3:20])[C:17](Cl)=[O:18].[NH4+].[Cl-]. Product: [F:15][CH:16]([CH3:20])[C:17]([N:5]1[C@@H:4]([CH:1]([CH3:3])[CH3:2])[CH2:8][O:7][C:6]1=[O:9])=[O:18]. The catalyst class is: 1. (3) Reactant: O[CH:2]([C:15]1[S:16][CH:17]=[C:18]([C:20]([O:22][CH2:23][CH3:24])=[O:21])[N:19]=1)[CH2:3][C:4]([C:6]1[CH:11]=[CH:10][C:9]([O:12][CH3:13])=[CH:8][C:7]=1[OH:14])=[O:5].C1(P(C2C=CC=CC=2)C2C=CC=CC=2)C=CC=CC=1.N(C(OCC)=O)=NC(OCC)=O.C1(C)C=CC=CC=1. Product: [CH3:13][O:12][C:9]1[CH:8]=[C:7]2[C:6]([C:4](=[O:5])[CH2:3][CH:2]([C:15]3[S:16][CH:17]=[C:18]([C:20]([O:22][CH2:23][CH3:24])=[O:21])[N:19]=3)[O:14]2)=[CH:11][CH:10]=1. The catalyst class is: 7.